From a dataset of Peptide-MHC class I binding affinity with 185,985 pairs from IEDB/IMGT. Regression. Given a peptide amino acid sequence and an MHC pseudo amino acid sequence, predict their binding affinity value. This is MHC class I binding data. (1) The peptide sequence is QLIPCMDV. The MHC is Mamu-A02 with pseudo-sequence Mamu-A02. The binding affinity (normalized) is 0. (2) The peptide sequence is VTLDFTKFH. The MHC is HLA-A03:01 with pseudo-sequence HLA-A03:01. The binding affinity (normalized) is 0.176.